From a dataset of Merck oncology drug combination screen with 23,052 pairs across 39 cell lines. Regression. Given two drug SMILES strings and cell line genomic features, predict the synergy score measuring deviation from expected non-interaction effect. (1) Drug 1: Cn1nnc2c(C(N)=O)ncn2c1=O. Drug 2: O=C(O)C1(Cc2cccc(Nc3nccs3)n2)CCC(Oc2cccc(Cl)c2F)CC1. Cell line: SW620. Synergy scores: synergy=7.80. (2) Cell line: OVCAR3. Drug 2: CC1(c2nc3c(C(N)=O)cccc3[nH]2)CCCN1. Synergy scores: synergy=4.84. Drug 1: C=CCn1c(=O)c2cnc(Nc3ccc(N4CCN(C)CC4)cc3)nc2n1-c1cccc(C(C)(C)O)n1. (3) Drug 1: O=c1[nH]cc(F)c(=O)[nH]1. Drug 2: CS(=O)(=O)CCNCc1ccc(-c2ccc3ncnc(Nc4ccc(OCc5cccc(F)c5)c(Cl)c4)c3c2)o1. Cell line: HT144. Synergy scores: synergy=4.67. (4) Drug 1: CN(Cc1cnc2nc(N)nc(N)c2n1)c1ccc(C(=O)NC(CCC(=O)O)C(=O)O)cc1. Drug 2: O=C(CCCCCCC(=O)Nc1ccccc1)NO. Cell line: MDAMB436. Synergy scores: synergy=-6.68. (5) Drug 1: COc1cccc2c1C(=O)c1c(O)c3c(c(O)c1C2=O)CC(O)(C(=O)CO)CC3OC1CC(N)C(O)C(C)O1. Drug 2: Cn1nnc2c(C(N)=O)ncn2c1=O. Cell line: OV90. Synergy scores: synergy=-3.62. (6) Drug 1: CCC1=CC2CN(C1)Cc1c([nH]c3ccccc13)C(C(=O)OC)(c1cc3c(cc1OC)N(C)C1C(O)(C(=O)OC)C(OC(C)=O)C4(CC)C=CCN5CCC31C54)C2. Drug 2: C#Cc1cccc(Nc2ncnc3cc(OCCOC)c(OCCOC)cc23)c1. Cell line: A2058. Synergy scores: synergy=-13.2. (7) Drug 1: C#Cc1cccc(Nc2ncnc3cc(OCCOC)c(OCCOC)cc23)c1. Drug 2: O=C(NOCC(O)CO)c1ccc(F)c(F)c1Nc1ccc(I)cc1F. Cell line: UWB1289. Synergy scores: synergy=25.2.